This data is from Forward reaction prediction with 1.9M reactions from USPTO patents (1976-2016). The task is: Predict the product of the given reaction. Given the reactants C([O:3][C:4](=[O:33])[CH2:5][CH2:6][C:7]1[C:12]([CH3:13])=[CH:11][C:10]([CH2:14][CH2:15][C:16]([C:18]2[S:19][C:20]([CH2:29][CH3:30])=[C:21]3[CH2:26][C:25]([CH3:28])([CH3:27])[CH2:24][CH2:23][C:22]=23)=[O:17])=[CH:9][C:8]=1[CH2:31][CH3:32])C.[OH-].[Na+], predict the reaction product. The product is: [CH2:31]([C:8]1[CH:9]=[C:10]([CH2:14][CH2:15][C:16]([C:18]2[S:19][C:20]([CH2:29][CH3:30])=[C:21]3[CH2:26][C:25]([CH3:28])([CH3:27])[CH2:24][CH2:23][C:22]=23)=[O:17])[CH:11]=[C:12]([CH3:13])[C:7]=1[CH2:6][CH2:5][C:4]([OH:33])=[O:3])[CH3:32].